From a dataset of Reaction yield outcomes from USPTO patents with 853,638 reactions. Predict the reaction yield, written as a fraction of the theoretical maximum amount of product (1.0 means a 100% yield; for example, 0.34 means a 34% yield). (1) The catalyst is [Cl-].[Na+].O. The reactants are [Cl:1][C:2]1[CH:3]=[C:4]2[C:31]([CH3:32])=[N:30][NH:29][C:5]2=[C:6]2[C:11]=1[N:10]=[C:9]([C:12]1[N:13]([C:21]3[C:26]([Cl:27])=[CH:25][CH:24]=[CH:23][N:22]=3)[N:14]=[C:15]([C:17]([F:20])([F:19])[F:18])[CH:16]=1)[O:8][C:7]2=[O:28].C(#N)C.O.[CH:37]([NH2:40])([CH3:39])[CH3:38]. The yield is 0.280. The product is [CH:37]([NH:40][C:7]([C:6]1[C:11]([NH:10][C:9]([C:12]2[N:13]([C:21]3[C:26]([Cl:27])=[CH:25][CH:24]=[CH:23][N:22]=3)[N:14]=[C:15]([C:17]([F:20])([F:19])[F:18])[CH:16]=2)=[O:8])=[C:2]([Cl:1])[CH:3]=[C:4]2[C:5]=1[NH:29][N:30]=[C:31]2[CH3:32])=[O:28])([CH3:39])[CH3:38]. (2) The reactants are [S:1]1[CH:5]=[CH:4][CH:3]=[C:2]1[CH2:6][NH:7][C:8]([C:10]1[NH:11][C:12]2[C:17]([CH:18]=1)=[CH:16][C:15]([C:19]1[CH:24]=[CH:23][CH:22]=[CH:21][CH:20]=1)=[CH:14][C:13]=2[Cl:25])=[O:9].[Cl:26]N1C(=O)CCC1=O. The catalyst is CN(C=O)C.CCOC(C)=O. The product is [S:1]1[CH:5]=[CH:4][CH:3]=[C:2]1[CH2:6][NH:7][C:8]([C:10]1[NH:11][C:12]2[C:17]([C:18]=1[Cl:26])=[CH:16][C:15]([C:19]1[CH:24]=[CH:23][CH:22]=[CH:21][CH:20]=1)=[CH:14][C:13]=2[Cl:25])=[O:9]. The yield is 0.710. (3) The reactants are [F:1][C:2]1[CH:7]=[CH:6][CH:5]=[CH:4][C:3]=1[N:8]1[C:12]([C:13]2[S:14][C:15]([C:18]3[CH:23]=[CH:22][CH:21]=[C:20]([S:24]([CH3:27])(=[O:26])=[O:25])[CH:19]=3)=[CH:16][CH:17]=2)=[CH:11][C:10]([C:28]([OH:31])([CH3:30])[CH3:29])=[N:9]1.[Cl:32]N1C(=O)CCC1=O. The catalyst is CC#N. The product is [Cl:32][C:11]1[C:10]([C:28]([OH:31])([CH3:29])[CH3:30])=[N:9][N:8]([C:3]2[CH:4]=[CH:5][CH:6]=[CH:7][C:2]=2[F:1])[C:12]=1[C:13]1[S:14][C:15]([C:18]2[CH:23]=[CH:22][CH:21]=[C:20]([S:24]([CH3:27])(=[O:25])=[O:26])[CH:19]=2)=[CH:16][CH:17]=1. The yield is 1.00. (4) The reactants are [F:1][C:2]1[C:3]([C:13]([O:15][CH3:16])=[O:14])=[CH:4][NH:5][C:6]=1[C:7]1[CH:12]=[CH:11][CH:10]=[CH:9][CH:8]=1.[H-].[Na+].C1OCCOCCOCCOCCOC1.Cl.[N:35]1[CH:40]=[CH:39][CH:38]=[C:37]([S:41](Cl)(=[O:43])=[O:42])[CH:36]=1. The catalyst is O1CCCC1.O. The product is [F:1][C:2]1[C:3]([C:13]([O:15][CH3:16])=[O:14])=[CH:4][N:5]([S:41]([C:37]2[CH:36]=[N:35][CH:40]=[CH:39][CH:38]=2)(=[O:43])=[O:42])[C:6]=1[C:7]1[CH:12]=[CH:11][CH:10]=[CH:9][CH:8]=1. The yield is 0.730. (5) The reactants are [N:1]1[C:6]2[NH:7][CH:8]=[CH:9][C:5]=2[C:4]([C:10]2[CH:11]=[N:12][N:13]([C@@H:15]([CH:19]3[CH2:23][CH2:22][CH2:21][CH2:20]3)[CH2:16][C:17]#[N:18])[CH:14]=2)=[N:3][CH:2]=1.[P:24](=[O:28])([OH:27])([OH:26])[OH:25]. The catalyst is ClCCl.CC(O)C. The product is [P:24]([OH:28])([OH:27])([OH:26])=[O:25].[N:1]1[C:6]2[NH:7][CH:8]=[CH:9][C:5]=2[C:4]([C:10]2[CH:11]=[N:12][N:13]([C@@H:15]([CH:19]3[CH2:23][CH2:22][CH2:21][CH2:20]3)[CH2:16][C:17]#[N:18])[CH:14]=2)=[N:3][CH:2]=1. The yield is 0.840.